From a dataset of HIV replication inhibition screening data with 41,000+ compounds from the AIDS Antiviral Screen. Binary Classification. Given a drug SMILES string, predict its activity (active/inactive) in a high-throughput screening assay against a specified biological target. (1) The molecule is O=C(NC=C1C(=O)Oc2ccccc2C1=O)NC1CCCCC1. The result is 0 (inactive). (2) The molecule is CC(NC1=NCCO1)c1ccco1. The result is 0 (inactive). (3) The compound is Cc1cccc([B-]23OCC[N+]2(CNC(=O)C2=C(O)C(N(C)C)C4CC5C(=C(O)C4(O)C2=O)C(=O)c2c(O)cccc2C5(C)O)CCO3)c1. The result is 0 (inactive). (4) The compound is CCOc1ccc(C=C(Cl)c2ccc(OC)c(OC)c2)cc1. The result is 0 (inactive).